From a dataset of Forward reaction prediction with 1.9M reactions from USPTO patents (1976-2016). Predict the product of the given reaction. (1) Given the reactants [CH3:1][CH:2]([C:8](=[O:11])[CH2:9][CH3:10])[C:3]([O:5][CH2:6][CH3:7])=[O:4].[Br:12]Br, predict the reaction product. The product is: [Br:12][CH:9]([CH3:10])[C:8](=[O:11])[CH:2]([CH3:1])[C:3]([O:5][CH2:6][CH3:7])=[O:4]. (2) Given the reactants [CH:1]12[CH2:13][CH2:12][CH:8]([CH2:9][NH:10][CH2:11]1)[C:7]1[C:2]2=[CH:3][C:4]([NH:14][C:15]2[N:20]=[C:19]([NH:21][C@@H:22]3[CH2:27][CH2:26][CH2:25][CH2:24][C@H:23]3[NH:28][S:29]([CH3:32])(=[O:31])=[O:30])[C:18]([Cl:33])=[CH:17][N:16]=2)=[CH:5][CH:6]=1.[CH3:34][C:35]([CH3:37])=O.[BH4-].[Na+], predict the reaction product. The product is: [Cl:33][C:18]1[C:19]([NH:21][C@@H:22]2[CH2:27][CH2:26][CH2:25][CH2:24][C@H:23]2[NH:28][S:29]([CH3:32])(=[O:31])=[O:30])=[N:20][C:15]([NH:14][C:4]2[CH:3]=[C:2]3[C:7](=[CH:6][CH:5]=2)[CH:8]2[CH2:12][CH2:13][CH:1]3[CH2:11][N:10]([CH:35]([CH3:37])[CH3:34])[CH2:9]2)=[N:16][CH:17]=1. (3) Given the reactants C([O:3]C(C1C2C[C@H]3C[C@H]3C=2N(C2C=CC(F)=CC=2F)N=1)=O)C.CN(C(ON1N=NC2C=CC=NC1=2)=[N+](C)C)C.F[P-](F)(F)(F)(F)F.CCN(C(C)C)C(C)C.[Si:56]([O:63][CH2:64][C@H:65]([C:67]1[CH:72]=[CH:71][N:70]=[CH:69][CH:68]=1)N)([C:59]([CH3:62])([CH3:61])[CH3:60])([CH3:58])[CH3:57].CCCC[N+](CCCC)(CCCC)CCCC.[F-].C1COCC1, predict the reaction product. The product is: [Si:56]([O:63][CH2:64][C@@H:65]([C:67]1[CH:72]=[CH:71][N:70]=[CH:69][CH:68]=1)[OH:3])([C:59]([CH3:62])([CH3:61])[CH3:60])([CH3:58])[CH3:57]. (4) The product is: [C:2]1([C@@H:8]2[CH2:10][C@H:9]2[NH:11][C:13]2[S:12][CH2:18][C:16](=[O:17])[N:15]=2)[CH:7]=[CH:6][CH:5]=[CH:4][CH:3]=1. Given the reactants Cl.[C:2]1([C@@H:8]2[CH2:10][C@H:9]2[NH2:11])[CH:7]=[CH:6][CH:5]=[CH:4][CH:3]=1.[S:12]1[CH2:18][C:16](=[O:17])[NH:15][C:13]1=S.CCN(C(C)C)C(C)C, predict the reaction product. (5) Given the reactants [CH2:1]([N:8]1[CH2:13][CH2:12][N:11]2[CH:14]=[N:15][CH:16]=[C:10]2[CH2:9]1)[C:2]1[CH:7]=[CH:6][CH:5]=[CH:4][CH:3]=1.C([Li])CCC.CN(C)[CH:24]=[O:25], predict the reaction product. The product is: [CH2:1]([N:8]1[CH2:13][CH2:12][N:11]2[C:14]([CH:24]=[O:25])=[N:15][CH:16]=[C:10]2[CH2:9]1)[C:2]1[CH:7]=[CH:6][CH:5]=[CH:4][CH:3]=1.